From a dataset of Forward reaction prediction with 1.9M reactions from USPTO patents (1976-2016). Predict the product of the given reaction. (1) Given the reactants [Cl:1][C:2]1[C:7]([CH3:8])=[CH:6][CH:5]=[C:4](F)[C:3]=1[C:10](=O)[CH3:11].[NH2:13][NH2:14], predict the reaction product. The product is: [Cl:1][C:2]1[C:7]([CH3:8])=[CH:6][CH:5]=[C:4]2[C:3]=1[C:10]([CH3:11])=[N:13][NH:14]2. (2) Given the reactants [OH:1][CH:2]1[CH2:7][CH2:6][CH:5]([C:8]([OH:10])=[O:9])[CH2:4][CH2:3]1.[C:11]1(C)C=CC=CC=1.C[Si](C=[N+]=[N-])(C)C, predict the reaction product. The product is: [OH:1][C@H:2]1[CH2:7][CH2:6][C@H:5]([C:8]([O:10][CH3:11])=[O:9])[CH2:4][CH2:3]1. (3) Given the reactants Cl[C:2]1[N:3]=[C:4]([NH:11][C:12]2[CH:16]=[C:15]([C:17]([NH:19][C:20]3[CH:25]=[CH:24][CH:23]=[C:22]([O:26][CH3:27])[CH:21]=3)=[O:18])[NH:14][N:13]=2)[C:5]2[O:10][CH:9]=[CH:8][C:6]=2[N:7]=1.Cl.[NH:29]1[CH2:33][CH2:32][CH2:31][CH:30]1[C:34]1[CH:39]=[CH:38][CH:37]=[CH:36][N:35]=1.CCN(C(C)C)C(C)C, predict the reaction product. The product is: [CH3:27][O:26][C:22]1[CH:21]=[C:20]([NH:19][C:17]([C:15]2[NH:14][N:13]=[C:12]([NH:11][C:4]3[C:5]4[O:10][CH:9]=[CH:8][C:6]=4[N:7]=[C:2]([N:29]4[CH2:33][CH2:32][CH2:31][CH:30]4[C:34]4[CH:39]=[CH:38][CH:37]=[CH:36][N:35]=4)[N:3]=3)[CH:16]=2)=[O:18])[CH:25]=[CH:24][CH:23]=1. (4) The product is: [CH2:26]([O:25][C@H:24]1[C@H:20]([O:19][CH2:1][CH2:2][CH2:3][CH2:4][CH2:5][CH2:6][CH2:7][CH2:8]/[CH:9]=[CH:10]\[CH2:11]/[CH:12]=[CH:13]\[CH2:14][CH2:15][CH2:16][CH2:17][CH3:18])[CH2:21][N:22]([CH2:44][CH2:45][C:46]([OH:48])=[O:47])[CH2:23]1)[CH2:27][CH2:28][CH2:29][CH2:30][CH2:31][CH2:32][CH2:33]/[CH:34]=[CH:35]\[CH2:36]/[CH:37]=[CH:38]\[CH2:39][CH2:40][CH2:41][CH2:42][CH3:43]. Given the reactants [CH2:1]([O:19][C@H:20]1[C@H:24]([O:25][CH2:26][CH2:27][CH2:28][CH2:29][CH2:30][CH2:31][CH2:32][CH2:33]/[CH:34]=[CH:35]\[CH2:36]/[CH:37]=[CH:38]\[CH2:39][CH2:40][CH2:41][CH2:42][CH3:43])[CH2:23][N:22]([CH2:44][CH2:45][C:46]([O:48]CC)=[O:47])[CH2:21]1)[CH2:2][CH2:3][CH2:4][CH2:5][CH2:6][CH2:7][CH2:8]/[CH:9]=[CH:10]\[CH2:11]/[CH:12]=[CH:13]\[CH2:14][CH2:15][CH2:16][CH2:17][CH3:18].[OH-].[Na+].Cl, predict the reaction product. (5) Given the reactants [C:1]([N:20]1[CH:24]=[C:23]([C:25]2[N:29]=[C:28]([C:30]([O:32]CC)=[O:31])[O:27][N:26]=2)[N:22]=[CH:21]1)([C:14]1[CH:19]=[CH:18][CH:17]=[CH:16][CH:15]=1)([C:8]1[CH:13]=[CH:12][CH:11]=[CH:10][CH:9]=1)[C:2]1[CH:7]=[CH:6][CH:5]=[CH:4][CH:3]=1.C(=O)([O-])[O-].[Cs+].[Cs+], predict the reaction product. The product is: [C:1]([N:20]1[CH:24]=[C:23]([C:25]2[N:29]=[C:28]([C:30]([OH:32])=[O:31])[O:27][N:26]=2)[N:22]=[CH:21]1)([C:8]1[CH:9]=[CH:10][CH:11]=[CH:12][CH:13]=1)([C:14]1[CH:19]=[CH:18][CH:17]=[CH:16][CH:15]=1)[C:2]1[CH:3]=[CH:4][CH:5]=[CH:6][CH:7]=1. (6) Given the reactants [CH3:1][NH2:2].[C:3]1([CH2:13][CH2:14][CH:15]2[CH2:20][CH2:19][N:18]([C:21]([O:23][CH2:24][C:25](OCC)=[O:26])=[O:22])[CH2:17][CH2:16]2)[C:12]2[C:7](=[CH:8][CH:9]=[CH:10][CH:11]=2)[CH:6]=[CH:5][N:4]=1, predict the reaction product. The product is: [C:3]1([CH2:13][CH2:14][CH:15]2[CH2:20][CH2:19][N:18]([C:21]([O:23][CH2:24][C:25]([NH:2][CH3:1])=[O:26])=[O:22])[CH2:17][CH2:16]2)[C:12]2[C:7](=[CH:8][CH:9]=[CH:10][CH:11]=2)[CH:6]=[CH:5][N:4]=1. (7) Given the reactants [C:1]12([NH:11][C:12](=[O:27])[NH:13][CH:14]3[CH2:19][CH2:18][CH2:17][N:16](C(OC(C)(C)C)=O)[CH2:15]3)[CH2:10][CH:5]3[CH2:6][CH:7]([CH2:9][CH:3]([CH2:4]3)[CH2:2]1)[CH2:8]2.Cl.[Cl:29][C:30]1[CH:35]=[CH:34][C:33]([S:36](Cl)(=[O:38])=[O:37])=[CH:32][CH:31]=1.C(N(CC)CC)C, predict the reaction product. The product is: [C:1]12([NH:11][C:12]([NH:13][CH:14]3[CH2:19][CH2:18][CH2:17][N:16]([S:36]([C:33]4[CH:34]=[CH:35][C:30]([Cl:29])=[CH:31][CH:32]=4)(=[O:38])=[O:37])[CH2:15]3)=[O:27])[CH2:10][CH:5]3[CH2:6][CH:7]([CH2:9][CH:3]([CH2:4]3)[CH2:2]1)[CH2:8]2. (8) Given the reactants [NH2:1][C:2]1[N:3]([C:10]2[C:15]([CH3:16])=[CH:14][C:13]([CH3:17])=[CH:12][C:11]=2[CH3:18])[C:4]([CH3:9])=[CH:5][C:6]=1[C:7]#[N:8].[C:19](OC(=O)C)(=[O:21])[CH3:20], predict the reaction product. The product is: [C:7]([C:6]1[CH:5]=[C:4]([CH3:9])[N:3]([C:10]2[C:15]([CH3:16])=[CH:14][C:13]([CH3:17])=[CH:12][C:11]=2[CH3:18])[C:2]=1[NH:1][C:19](=[O:21])[CH3:20])#[N:8]. (9) Given the reactants [C:1]1([CH:7]([CH2:10][CH2:11][O:12][Si](C)(C)C)[C:8]#N)[CH:6]=[CH:5][CH:4]=[CH:3][CH:2]=1.C([OH:19])C, predict the reaction product. The product is: [C:1]1([CH:7]2[CH2:10][CH2:11][O:12][C:8]2=[O:19])[CH:6]=[CH:5][CH:4]=[CH:3][CH:2]=1.